Dataset: Reaction yield outcomes from USPTO patents with 853,638 reactions. Task: Predict the reaction yield, written as a fraction of the theoretical maximum amount of product (1.0 means a 100% yield; for example, 0.34 means a 34% yield). (1) The reactants are [CH2:1]([O:3][C:4](=[O:24])[CH2:5][CH2:6][C:7]1[CH:12]=[CH:11][C:10]([O:13][C:14]2[CH:19]=[C:18]([CH3:20])[CH:17]=[C:16](Br)[CH:15]=2)=[CH:9][C:8]=1[CH2:22][CH3:23])[CH3:2].BrC1C=C(C)C=C(Br)C=1.C(OC(=O)CCC1C=CC(O)=CC=1CC)C.C(=O)([O-])[O-].[Cs+].[Cs+].CC(C)(C(=O)CC(=O)C(C)(C)C)C.Cl.C[N:71]1CC[CH2:73][C:72]1=O. The catalyst is [Cu]Cl.O. The product is [CH2:1]([O:3][C:4](=[O:24])[CH2:5][CH2:6][C:7]1[CH:12]=[CH:11][C:10]([O:13][C:14]2[CH:19]=[C:18]([CH3:20])[CH:17]=[C:16]([CH:72]([NH2:71])[CH3:73])[CH:15]=2)=[CH:9][C:8]=1[CH2:22][CH3:23])[CH3:2]. The yield is 0.510. (2) The reactants are Cl.[F:2][C:3]1[CH:8]=[CH:7][C:6]([NH:9][NH2:10])=[C:5]([CH3:11])[CH:4]=1.[F:12][C:13]([F:31])([F:30])[C:14](=O)[CH2:15][C:16]([C:18]1[CH:28]=[CH:27][C:21]2[S:22][CH2:23][C:24](=[O:26])[NH:25][C:20]=2[CH:19]=1)=O. The catalyst is C(N(CC)CC)C. The product is [F:2][C:3]1[CH:8]=[CH:7][C:6]([N:9]2[C:16]([C:18]3[CH:28]=[CH:27][C:21]4[S:22][CH2:23][C:24](=[O:26])[NH:25][C:20]=4[CH:19]=3)=[CH:15][C:14]([C:13]([F:31])([F:30])[F:12])=[N:10]2)=[C:5]([CH3:11])[CH:4]=1. The yield is 0.240. (3) The reactants are F[C:2]1[C:9]([F:10])=[C:8]([CH3:11])[CH:7]=[CH:6][C:3]=1[C:4]#[N:5].[OH:12][C:13]1[C:14]([O:21][CH3:22])=[C:15]([CH:18]=[CH:19][CH:20]=1)[CH:16]=[O:17].C(=O)([O-])[O-].[Cs+].[Cs+].[OH-].[Na+]. The catalyst is CN(C=O)C. The product is [F:10][C:9]1[C:2]([O:12][C:13]2[CH:20]=[CH:19][CH:18]=[C:15]([CH:16]=[O:17])[C:14]=2[O:21][CH3:22])=[C:3]([CH:6]=[CH:7][C:8]=1[CH3:11])[C:4]#[N:5]. The yield is 0.310. (4) The reactants are [OH-].[Na+].[S:3]=[C:4]1[NH:9][C:8](=[O:10])[N:7]2[N:11]=[CH:12][CH:13]=[C:6]2[NH:5]1.[CH3:14]I. The catalyst is CCO. The product is [CH3:14][S:3][C:4]1[NH:9][C:8](=[O:10])[N:7]2[N:11]=[CH:12][CH:13]=[C:6]2[N:5]=1. The yield is 0.520. (5) The reactants are [Br:1][C:2]1[CH:10]=[CH:9][C:5]([C:6](O)=[O:7])=[C:4]([N+:11]([O-:13])=[O:12])[CH:3]=1.B. The catalyst is C1COCC1. The product is [Br:1][C:2]1[CH:10]=[CH:9][C:5]([CH2:6][OH:7])=[C:4]([N+:11]([O-:13])=[O:12])[CH:3]=1. The yield is 0.950. (6) The reactants are COC1C=CC(C[NH:8][C:9]2[C:14]([C:15]3[N:16]=[N:17][S:18][C:19]=3[C:20]3[CH:25]=[CH:24][CH:23]=[C:22]([Cl:26])[C:21]=3[Cl:27])=[CH:13][C:12]([Br:28])=[CH:11][N:10]=2)=CC=1.C(O)(C(F)(F)F)=O. The catalyst is C(Cl)Cl. The product is [Br:28][C:12]1[CH:13]=[C:14]([C:15]2[N:16]=[N:17][S:18][C:19]=2[C:20]2[CH:25]=[CH:24][CH:23]=[C:22]([Cl:26])[C:21]=2[Cl:27])[C:9]([NH2:8])=[N:10][CH:11]=1. The yield is 0.370. (7) The reactants are [CH2:1]([N:8]1[CH2:12][CH2:11][C@@H:10]([NH:13][C:14]2[C:24]([F:25])=[CH:23][C:17]([C:18]([O:20][CH2:21][CH3:22])=[O:19])=[C:16](Cl)[N:15]=2)[CH2:9]1)[C:2]1[CH:7]=[CH:6][CH:5]=[CH:4][CH:3]=1.C([O-])=O.[NH4+]. The catalyst is C(O)C.[Pd]. The product is [CH2:1]([N:8]1[CH2:12][CH2:11][C@@H:10]([NH:13][C:14]2[C:24]([F:25])=[CH:23][C:17]([C:18]([O:20][CH2:21][CH3:22])=[O:19])=[CH:16][N:15]=2)[CH2:9]1)[C:2]1[CH:7]=[CH:6][CH:5]=[CH:4][CH:3]=1. The yield is 0.660. (8) The reactants are Cl[C:2]1[N:7]=[C:6]([CH3:8])[N:5]=[C:4]([NH:9][CH2:10][C:11]2[CH:16]=[CH:15][CH:14]=[CH:13][N:12]=2)[C:3]=1[F:17].O.[NH2:19][NH2:20]. The catalyst is CS(C)=O. The product is [F:17][C:3]1[C:2](=[N:19][NH2:20])[N:7]=[C:6]([CH3:8])[NH:5][C:4]=1[NH:9][CH2:10][C:11]1[CH:16]=[CH:15][CH:14]=[CH:13][N:12]=1. The yield is 0.390. (9) The reactants are [C:1]1([S:7]([N:10]2[C:18]3[C:13](=[CH:14][C:15]([Cl:19])=[CH:16][CH:17]=3)[CH:12]=[CH:11]2)(=[O:9])=[O:8])[CH:6]=[CH:5][CH:4]=[CH:3][CH:2]=1.[Cl:20][C:21]1[CH:22]=[C:23]([S:28][S:28][C:23]2[CH:24]=[C:25]([Cl:27])[CH:26]=[C:21]([Cl:20])[CH:22]=2)[CH:24]=[C:25]([Cl:27])[CH:26]=1. No catalyst specified. The product is [C:1]1([S:7]([N:10]2[C:18]3[C:13](=[CH:14][C:15]([Cl:19])=[CH:16][CH:17]=3)[CH:12]=[C:11]2[S:28][C:23]2[CH:24]=[C:25]([Cl:27])[CH:26]=[C:21]([Cl:20])[CH:22]=2)(=[O:9])=[O:8])[CH:2]=[CH:3][CH:4]=[CH:5][CH:6]=1. The yield is 0.710. (10) The reactants are [H-].[H-].[H-].[H-].[Li+].[Al+3].[C:7]([O:11][C:12](=[O:49])[CH2:13][CH:14]([NH:21][S:22]([C:25]1[CH:30]=[CH:29][C:28]([NH:31][C:32]([NH:34][CH3:35])=[S:33])=[CH:27][C:26]=1[O:36][CH2:37][CH2:38][C:39]1[CH:48]=[CH:47][CH:46]=[C:45]2[C:40]=1[CH:41]=[CH:42][CH:43]=[N:44]2)(=[O:24])=[O:23])[C:15](N(OC)C)=[O:16])([CH3:10])([CH3:9])[CH3:8]. The catalyst is CCOCC.C1COCC1. The product is [C:7]([O:11][C:12](=[O:49])[CH2:13][CH:14]([NH:21][S:22]([C:25]1[CH:30]=[CH:29][C:28]([NH:31][C:32]([NH:34][CH3:35])=[S:33])=[CH:27][C:26]=1[O:36][CH2:37][CH2:38][C:39]1[CH:48]=[CH:47][CH:46]=[C:45]2[C:40]=1[CH:41]=[CH:42][CH:43]=[N:44]2)(=[O:24])=[O:23])[CH:15]=[O:16])([CH3:10])([CH3:8])[CH3:9]. The yield is 0.520.